This data is from Reaction yield outcomes from USPTO patents with 853,638 reactions. The task is: Predict the reaction yield, written as a fraction of the theoretical maximum amount of product (1.0 means a 100% yield; for example, 0.34 means a 34% yield). (1) The reactants are [Li+].[OH-].C[O:4][C:5](=[O:25])[C:6]1[CH:11]=[CH:10][C:9]([O:12][CH3:13])=[C:8]([CH3:14])[C:7]=1[NH:15][C:16](=[O:24])[C:17]1[CH:22]=[CH:21][C:20]([F:23])=[CH:19][CH:18]=1.O.CO. The catalyst is O1CCCC1. The product is [F:23][C:20]1[CH:21]=[CH:22][C:17]([C:16]([NH:15][C:7]2[C:8]([CH3:14])=[C:9]([O:12][CH3:13])[CH:10]=[CH:11][C:6]=2[C:5]([OH:25])=[O:4])=[O:24])=[CH:18][CH:19]=1. The yield is 1.00. (2) The yield is 0.760. The catalyst is O1CCCC1.O. The reactants are [CH2:1]([O:3][C:4]1[CH:13]=[C:12]2[C:7]([CH:8]=[CH:9][CH:10]=[C:11]2[NH2:14])=[CH:6][CH:5]=1)[CH3:2].[Li].CO.N. The product is [CH2:1]([O:3][C:4]1[CH2:13][C:12]2[C:11]([NH2:14])=[CH:10][CH:9]=[CH:8][C:7]=2[CH2:6][CH:5]=1)[CH3:2].